Regression. Given two drug SMILES strings and cell line genomic features, predict the synergy score measuring deviation from expected non-interaction effect. From a dataset of NCI-60 drug combinations with 297,098 pairs across 59 cell lines. (1) Drug 1: CC1=C(C=C(C=C1)NC2=NC=CC(=N2)N(C)C3=CC4=NN(C(=C4C=C3)C)C)S(=O)(=O)N.Cl. Drug 2: CCC(=C(C1=CC=CC=C1)C2=CC=C(C=C2)OCCN(C)C)C3=CC=CC=C3.C(C(=O)O)C(CC(=O)O)(C(=O)O)O. Cell line: SN12C. Synergy scores: CSS=4.11, Synergy_ZIP=-0.971, Synergy_Bliss=1.73, Synergy_Loewe=2.49, Synergy_HSA=2.46. (2) Drug 1: CC1CCC2CC(C(=CC=CC=CC(CC(C(=O)C(C(C(=CC(C(=O)CC(OC(=O)C3CCCCN3C(=O)C(=O)C1(O2)O)C(C)CC4CCC(C(C4)OC)O)C)C)O)OC)C)C)C)OC. Drug 2: CN(C(=O)NC(C=O)C(C(C(CO)O)O)O)N=O. Cell line: SF-295. Synergy scores: CSS=33.0, Synergy_ZIP=-9.59, Synergy_Bliss=-2.22, Synergy_Loewe=-15.4, Synergy_HSA=-0.523.